Dataset: NCI-60 drug combinations with 297,098 pairs across 59 cell lines. Task: Regression. Given two drug SMILES strings and cell line genomic features, predict the synergy score measuring deviation from expected non-interaction effect. (1) Drug 1: CS(=O)(=O)OCCCCOS(=O)(=O)C. Drug 2: CC(C)CN1C=NC2=C1C3=CC=CC=C3N=C2N. Cell line: OVCAR-8. Synergy scores: CSS=5.00, Synergy_ZIP=-1.85, Synergy_Bliss=-1.74, Synergy_Loewe=-2.85, Synergy_HSA=-2.13. (2) Synergy scores: CSS=-3.66, Synergy_ZIP=3.52, Synergy_Bliss=3.75, Synergy_Loewe=-5.38, Synergy_HSA=-2.80. Drug 1: CN(C)C1=NC(=NC(=N1)N(C)C)N(C)C. Cell line: MALME-3M. Drug 2: C1=NC(=NC(=O)N1C2C(C(C(O2)CO)O)O)N. (3) Cell line: RPMI-8226. Drug 1: CN(C)N=NC1=C(NC=N1)C(=O)N. Synergy scores: CSS=13.7, Synergy_ZIP=0.109, Synergy_Bliss=4.96, Synergy_Loewe=-0.387, Synergy_HSA=2.57. Drug 2: C1CNP(=O)(OC1)N(CCCl)CCCl. (4) Drug 1: C1CCC(C1)C(CC#N)N2C=C(C=N2)C3=C4C=CNC4=NC=N3. Drug 2: COC1=NC(=NC2=C1N=CN2C3C(C(C(O3)CO)O)O)N. Cell line: NCI-H522. Synergy scores: CSS=9.25, Synergy_ZIP=-3.10, Synergy_Bliss=-2.72, Synergy_Loewe=-2.55, Synergy_HSA=-2.35. (5) Drug 1: C1=CC(=CC=C1C#N)C(C2=CC=C(C=C2)C#N)N3C=NC=N3. Drug 2: C1=NC2=C(N=C(N=C2N1C3C(C(C(O3)CO)O)O)F)N. Cell line: RXF 393. Synergy scores: CSS=-5.62, Synergy_ZIP=1.77, Synergy_Bliss=-1.16, Synergy_Loewe=-6.62, Synergy_HSA=-6.42. (6) Drug 1: CC1=C2C(C(=O)C3(C(CC4C(C3C(C(C2(C)C)(CC1OC(=O)C(C(C5=CC=CC=C5)NC(=O)OC(C)(C)C)O)O)OC(=O)C6=CC=CC=C6)(CO4)OC(=O)C)O)C)O. Drug 2: C1CC(=O)NC(=O)C1N2C(=O)C3=CC=CC=C3C2=O. Cell line: COLO 205. Synergy scores: CSS=7.38, Synergy_ZIP=2.97, Synergy_Bliss=1.95, Synergy_Loewe=2.13, Synergy_HSA=2.13. (7) Drug 2: CC1CCCC2(C(O2)CC(NC(=O)CC(C(C(=O)C(C1O)C)(C)C)O)C(=CC3=CSC(=N3)C)C)C. Drug 1: CC1CCC2CC(C(=CC=CC=CC(CC(C(=O)C(C(C(=CC(C(=O)CC(OC(=O)C3CCCCN3C(=O)C(=O)C1(O2)O)C(C)CC4CCC(C(C4)OC)OCCO)C)C)O)OC)C)C)C)OC. Cell line: OVCAR-4. Synergy scores: CSS=35.5, Synergy_ZIP=0.0590, Synergy_Bliss=0.341, Synergy_Loewe=-10.4, Synergy_HSA=2.08. (8) Drug 1: CCC1=CC2CC(C3=C(CN(C2)C1)C4=CC=CC=C4N3)(C5=C(C=C6C(=C5)C78CCN9C7C(C=CC9)(C(C(C8N6C)(C(=O)OC)O)OC(=O)C)CC)OC)C(=O)OC.C(C(C(=O)O)O)(C(=O)O)O. Drug 2: C1=CC=C(C=C1)NC(=O)CCCCCCC(=O)NO. Cell line: HCC-2998. Synergy scores: CSS=59.8, Synergy_ZIP=-3.51, Synergy_Bliss=-4.24, Synergy_Loewe=-9.01, Synergy_HSA=-2.26.